Dataset: Acute oral toxicity (LD50) regression data from Zhu et al.. Task: Regression/Classification. Given a drug SMILES string, predict its toxicity properties. Task type varies by dataset: regression for continuous values (e.g., LD50, hERG inhibition percentage) or binary classification for toxic/non-toxic outcomes (e.g., AMES mutagenicity, cardiotoxicity, hepatotoxicity). Dataset: ld50_zhu. (1) The compound is N#Cc1c(Cl)cccc1Cl. The rat oral LD50 is 1.80, given as -log10 of the dose in mol/kg body weight (higher means more acutely toxic). (2) The drug is O=S(=O)(C(Cl)(Cl)Cl)C(Cl)(Cl)Cl. The rat oral LD50 is 2.64, given as -log10 of the dose in mol/kg body weight (higher means more acutely toxic).